This data is from Reaction yield outcomes from USPTO patents with 853,638 reactions. The task is: Predict the reaction yield, written as a fraction of the theoretical maximum amount of product (1.0 means a 100% yield; for example, 0.34 means a 34% yield). (1) The reactants are C([O:3][C:4]([C:6]1[S:7][CH:8]=[C:9]([CH:11]2[CH2:13][CH2:12]2)[N:10]=1)=O)C.[OH-].[Na+].[Cl-:16]. The catalyst is O.C(Cl)Cl. The product is [CH:11]1([C:9]2[N:10]=[C:6]([C:4]([Cl:16])=[O:3])[S:7][CH:8]=2)[CH2:13][CH2:12]1. The yield is 0.800. (2) The reactants are [N+:1]([C:4]1[CH:5]=[C:6]([CH2:10][C:11]([OH:13])=O)[CH:7]=[CH:8][CH:9]=1)([O-:3])=[O:2].[NH:14]1[C:18]2=[N:19][CH:20]=[CH:21][CH:22]=[C:17]2[C:16]([C:23]2[N:24]=[C:25]([NH2:28])[S:26][CH:27]=2)=[CH:15]1.C(N(CC)CC)C. The catalyst is C1COCC1. The product is [N+:1]([C:4]1[CH:5]=[C:6]([CH2:10][C:11]([NH:28][C:25]2[S:26][CH:27]=[C:23]([C:16]3[C:17]4[C:18](=[N:19][CH:20]=[CH:21][CH:22]=4)[NH:14][CH:15]=3)[N:24]=2)=[O:13])[CH:7]=[CH:8][CH:9]=1)([O-:3])=[O:2]. The yield is 0.660.